The task is: Predict the reaction yield, written as a fraction of the theoretical maximum amount of product (1.0 means a 100% yield; for example, 0.34 means a 34% yield).. This data is from Reaction yield outcomes from USPTO patents with 853,638 reactions. The reactants are C(=O)(OC(C)(C)C)[O:2][C:3]1[N:7]([C:8]2[CH:13]=[CH:12][CH:11]=[CH:10][N:9]=2)[N:6]=[C:5]([C:14]2[CH:15]=[C:16]([C:20]3[CH:25]=[CH:24][C:23]([O:26][CH2:27][C:28]4[CH:33]=[CH:32][CH:31]=[CH:30][CH:29]=4)=[CH:22][CH:21]=3)[CH:17]=[CH:18][CH:19]=2)[CH:4]=1.C(=O)(OC(C)(C)C)OC1N(C2C=CC=CN=2)N=C(C2C=CC(C3C=CC=CC=3)=CC=2)C=1. No catalyst specified. The product is [CH2:27]([O:26][C:23]1[CH:22]=[CH:21][C:20]([C:16]2[CH:17]=[CH:18][CH:19]=[C:14]([C:5]3[CH:4]=[C:3]([OH:2])[N:7]([C:8]4[CH:13]=[CH:12][CH:11]=[CH:10][N:9]=4)[N:6]=3)[CH:15]=2)=[CH:25][CH:24]=1)[C:28]1[CH:29]=[CH:30][CH:31]=[CH:32][CH:33]=1. The yield is 0.890.